This data is from Full USPTO retrosynthesis dataset with 1.9M reactions from patents (1976-2016). The task is: Predict the reactants needed to synthesize the given product. (1) Given the product [N:1]1([S:10]([C:13]2[CH:14]=[C:15]([CH:19]=[CH:20][CH:21]=2)[C:16]([NH:30][C:28]2[S:29][C:25]3[CH:24]=[C:23]([CH3:22])[CH:32]=[CH:31][C:26]=3[N:27]=2)=[O:18])(=[O:12])=[O:11])[C:9]2[C:4](=[CH:5][CH:6]=[CH:7][CH:8]=2)[CH2:3][CH2:2]1, predict the reactants needed to synthesize it. The reactants are: [N:1]1([S:10]([C:13]2[CH:14]=[C:15]([CH:19]=[CH:20][CH:21]=2)[C:16]([OH:18])=O)(=[O:12])=[O:11])[C:9]2[C:4](=[CH:5][CH:6]=[CH:7][CH:8]=2)[CH2:3][CH2:2]1.[CH3:22][C:23]1[CH:32]=[CH:31][C:26]2[N:27]=[C:28]([NH2:30])[S:29][C:25]=2[CH:24]=1.CCN(C(C)C)C(C)C. (2) Given the product [CH2:16]([N:13]1[CH:14]=[C:10]([C:9]#[C:8][C:6]2[CH:5]=[CH:4][N:3]=[C:2]([Cl:1])[CH:7]=2)[N:11]=[C:12]1[CH3:15])[C:17]1[CH:22]=[CH:21][CH:20]=[CH:19][CH:18]=1, predict the reactants needed to synthesize it. The reactants are: [Cl:1][C:2]1[CH:7]=[C:6]([C:8]#[C:9][C:10]2[N:11]=[C:12]([CH3:15])[NH:13][CH:14]=2)[CH:5]=[CH:4][N:3]=1.[CH2:16](Br)[C:17]1[CH:22]=[CH:21][CH:20]=[CH:19][CH:18]=1. (3) Given the product [CH2:4]([N:3]([CH2:6][C:7]1[CH:12]=[CH:11][C:10]([CH:13]2[NH:14][C:15]3[C:20]4[C:21](=[N:37][NH:38][C:31](=[O:32])[C:19]=4[CH:18]=[CH:17][CH:16]=3)[CH:22]2[C:23]2[CH:24]=[CH:25][C:26]([CH3:29])=[CH:27][CH:28]=2)=[CH:9][CH:8]=1)[CH2:1][CH3:2])[CH3:5], predict the reactants needed to synthesize it. The reactants are: [CH2:1]([N:3]([CH2:6][C:7]1[CH:12]=[CH:11][C:10]([CH:13]2[CH:22]([C:23]3[CH:28]=[CH:27][C:26]([CH3:29])=[CH:25][CH:24]=3)[C:21](=O)[C:20]3[C:19]([C:31](OCC)=[O:32])=[CH:18][CH:17]=[CH:16][C:15]=3[NH:14]2)=[CH:9][CH:8]=1)[CH2:4][CH3:5])[CH3:2].O.[NH2:37][NH2:38]. (4) Given the product [CH2:27]([N:31]([CH2:32][C:33]1[CH:45]=[CH:44][C:36]([O:37][CH2:38][C:39]([O:41][CH2:42][CH3:43])=[O:40])=[C:35]([CH3:46])[CH:34]=1)[C:2]1[CH:7]=[N:6][CH:5]=[C:4]([C:8]2[CH:13]=[CH:12][C:11]([C:14]([F:17])([F:16])[F:15])=[CH:10][CH:9]=2)[N:3]=1)[CH2:28][CH2:29][CH3:30], predict the reactants needed to synthesize it. The reactants are: Br[C:2]1[CH:7]=[N:6][CH:5]=[C:4]([C:8]2[CH:13]=[CH:12][C:11]([C:14]([F:17])([F:16])[F:15])=[CH:10][CH:9]=2)[N:3]=1.C(N(CC)C(C)C)(C)C.[CH2:27]([NH:31][CH2:32][C:33]1[CH:45]=[CH:44][C:36]([O:37][CH2:38][C:39]([O:41][CH2:42][CH3:43])=[O:40])=[C:35]([CH3:46])[CH:34]=1)[CH2:28][CH2:29][CH3:30]. (5) Given the product [Br:8][CH2:9][CH2:10][CH2:11][CH2:12][CH2:13][C:14]([O:7][CH2:1][CH2:2][O:3][CH2:4][CH2:5][O:6][C:14](=[O:16])[CH2:13][CH2:12][CH2:11][CH2:10][CH2:9][Br:8])=[O:16], predict the reactants needed to synthesize it. The reactants are: [CH2:1]([OH:7])[CH2:2][O:3][CH2:4][CH2:5][OH:6].[Br:8][CH2:9][CH2:10][CH2:11][CH2:12][CH2:13][C:14]([OH:16])=O. (6) The reactants are: [Cl:1][C:2]1[C:10]([C:11]#[N:12])=[CH:9][CH:8]=[C:7]2[C:3]=1[CH:4]=[C:5]([CH3:13])[NH:6]2.Cl[CH2:15][C:16]1[N:20]=[C:19]([C:21]2[CH:26]=[CH:25][CH:24]=[C:23]([C:27]([F:30])([F:29])[F:28])[CH:22]=2)[O:18][N:17]=1. Given the product [Cl:1][C:2]1[C:10]([C:11]#[N:12])=[CH:9][CH:8]=[C:7]2[C:3]=1[CH:4]=[C:5]([CH3:13])[N:6]2[CH2:15][C:16]1[N:20]=[C:19]([C:21]2[CH:26]=[CH:25][CH:24]=[C:23]([C:27]([F:30])([F:28])[F:29])[CH:22]=2)[O:18][N:17]=1, predict the reactants needed to synthesize it. (7) Given the product [C:28]([O:27][CH2:23][CH3:24])(=[O:29])[CH3:4].[CH3:34][CH2:33][CH2:32][CH:31]([CH3:35])[CH3:4].[Br:22][C:18]1[N:19]=[C:20]([O:36][CH2:35][C@@H:31]2[CH2:32][CH2:33][CH2:34][NH:30]2)[C:15]([NH:14][S:11]([C:5]2[CH:6]=[CH:7][CH:8]=[C:9]([Cl:10])[C:4]=2[Cl:3])(=[O:13])=[O:12])=[N:16][CH:17]=1, predict the reactants needed to synthesize it. The reactants are: [H-].[Na+].[Cl:3][C:4]1[C:9]([Cl:10])=[CH:8][CH:7]=[CH:6][C:5]=1[S:11]([NH:14][C:15]1[C:20](Br)=[N:19][C:18]([Br:22])=[CH:17][N:16]=1)(=[O:13])=[O:12].[C:23]([O:27][C:28]([N:30]1[CH2:34][CH2:33][CH2:32][CH:31]1[CH2:35][OH:36])=[O:29])(C)(C)[CH3:24]. (8) Given the product [C:8]([N:11]1[C:20]2[C:15](=[CH:16][C:17]([C:21]([NH2:22])=[O:23])=[CH:18][CH:19]=2)[C@H:14]([NH:24][C:25]2[CH:30]=[CH:29][CH:28]=[C:27]([N:31]3[CH2:32][CH2:33][NH:34][CH2:35][CH2:36]3)[CH:26]=2)[C@@H:13]([CH3:44])[C@@H:12]1[CH:45]1[CH2:46][CH2:47]1)(=[O:10])[CH3:9], predict the reactants needed to synthesize it. The reactants are: FC(F)(F)C(O)=O.[C:8]([N:11]1[C:20]2[C:15](=[CH:16][C:17]([C:21](=[O:23])[NH2:22])=[CH:18][CH:19]=2)[C@H:14]([NH:24][C:25]2[CH:26]=[C:27]([N:31]3[CH2:36][CH2:35][N:34](C(OC(C)(C)C)=O)[CH2:33][CH2:32]3)[CH:28]=[CH:29][CH:30]=2)[C@@H:13]([CH3:44])[C@@H:12]1[CH:45]1[CH2:47][CH2:46]1)(=[O:10])[CH3:9]. (9) The reactants are: [Cl:1][C:2]1[N:10]=[C:9](Cl)[CH:8]=[CH:7][C:3]=1[C:4]([OH:6])=[O:5].C[C:13](C)([O-:15])C.[K+]. Given the product [Cl:1][C:2]1[N:10]=[C:9]([O:15][CH3:13])[CH:8]=[CH:7][C:3]=1[C:4]([OH:6])=[O:5], predict the reactants needed to synthesize it.